From a dataset of Reaction yield outcomes from USPTO patents with 853,638 reactions. Predict the reaction yield, written as a fraction of the theoretical maximum amount of product (1.0 means a 100% yield; for example, 0.34 means a 34% yield). (1) The product is [OH:6][NH-:5].[C:1]([N-:5][O:6][SiH:7]([CH3:9])[CH3:8])([CH3:4])([CH3:3])[CH3:2].[NH:10]1[CH2:17][CH2:16][CH2:15][C@H:11]1[C:12]([OH:14])=[O:13]. The yield is 0.920. The catalyst is ClCCl.CO. The reactants are [C:1]([N-:5][O:6][SiH:7]([CH3:9])[CH3:8])([CH3:4])([CH3:3])[CH3:2].[NH:10]1[CH2:17][CH2:16][CH2:15][C@H:11]1[C:12]([OH:14])=[O:13].OCCCCCC(O)=O.C(Cl)CCl.ON1C2C=CC=CC=2N=N1.C(N(CC)CC)C. (2) The reactants are [CH3:1][C:2]1[CH:7]=[CH:6][C:5]([S:8]([NH:11][C:12](=[O:36])[O:13][CH:14]([CH3:35])[CH2:15][C:16]2[CH:21]=[CH:20][C:19]([N:22]3[C:26]4=[N:27][C:28]([CH3:32])=[CH:29][C:30]([CH3:31])=[C:25]4[N:24]=[C:23]3[CH2:33][CH3:34])=[CH:18][CH:17]=2)(=[O:10])=[O:9])=[CH:4][CH:3]=1.[ClH:37]. The product is [ClH:37].[CH3:1][C:2]1[CH:3]=[CH:4][C:5]([S:8]([NH:11][C:12](=[O:36])[O:13][CH:14]([CH3:35])[CH2:15][C:16]2[CH:17]=[CH:18][C:19]([N:22]3[C:26]4=[N:27][C:28]([CH3:32])=[CH:29][C:30]([CH3:31])=[C:25]4[N:24]=[C:23]3[CH2:33][CH3:34])=[CH:20][CH:21]=2)(=[O:9])=[O:10])=[CH:6][CH:7]=1. The yield is 0.900. The catalyst is CO.